This data is from hERG Central: cardiac toxicity at 1µM, 10µM, and general inhibition. The task is: Predict hERG channel inhibition at various concentrations. The drug is COc1cccc(Nc2nnc(Cc3cccnc3)c3ccccc23)c1. Results: hERG_inhib (hERG inhibition (general)): blocker.